Dataset: HIV replication inhibition screening data with 41,000+ compounds from the AIDS Antiviral Screen. Task: Binary Classification. Given a drug SMILES string, predict its activity (active/inactive) in a high-throughput screening assay against a specified biological target. (1) The drug is CCOC(=O)C1SC(=Nc2ccc(Cl)cc2C)N=C1C. The result is 0 (inactive). (2) The molecule is COc1cc2ccc3c(c2oc1=O)C(OC(=O)C12CCC(C)(C(=O)O1)C2(C)C)C(OC(=O)C12CCC(C)(C(=O)O1)C2(C)C)C(C)(C)O3. The result is 1 (active). (3) The compound is OCC1(CNc2cc(Cl)ncn2)CCC1. The result is 0 (inactive). (4) The drug is O=C(O)C12C=CC(C1)c1ccccc12. The result is 0 (inactive). (5) The compound is CC1=C(N2CC2)C(=O)c2nc3n(c2C1=O)CCC3O. The result is 0 (inactive).